Task: Binary Classification. Given a drug SMILES string, predict its activity (active/inactive) in a high-throughput screening assay against a specified biological target.. Dataset: HIV replication inhibition screening data with 41,000+ compounds from the AIDS Antiviral Screen (1) The compound is Cc1nc(N)c(N2CCN(C(=O)O)CC2)c(O)n1. The result is 0 (inactive). (2) The compound is CN(C)CCNC(=O)c1cccc2c1Oc1c(cccc1[N+](=O)[O-])O2.Cl. The result is 0 (inactive).